Dataset: Forward reaction prediction with 1.9M reactions from USPTO patents (1976-2016). Task: Predict the product of the given reaction. (1) Given the reactants [NH2:1][C:2]1[CH:7]=[CH:6][CH:5]=[C:4]([CH:8]([CH3:10])[CH3:9])[C:3]=1[OH:11].[Br:12][C:13]1[CH:18]=[CH:17][C:16]([N:19]=[C:20]=S)=[CH:15][CH:14]=1.C(N(CC)CC)C.C(OCC)(=O)C, predict the reaction product. The product is: [Br:12][C:13]1[CH:18]=[CH:17][C:16]([NH:19][C:20]2[O:11][C:3]3[C:4]([CH:8]([CH3:9])[CH3:10])=[CH:5][CH:6]=[CH:7][C:2]=3[N:1]=2)=[CH:15][CH:14]=1. (2) The product is: [CH3:20][N:2]([CH3:1])[CH2:3][CH2:4][CH2:5][O:6][C:7]1[CH:12]=[CH:11][C:10]([NH:13][C:29]([NH:28][C:23]2[CH:24]=[CH:25][CH:26]=[CH:27][C:22]=2[F:21])=[O:30])=[CH:9][C:8]=1[C:14]1[N:15]([CH3:19])[N:16]=[CH:17][CH:18]=1. Given the reactants [CH3:1][N:2]([CH3:20])[CH2:3][CH2:4][CH2:5][O:6][C:7]1[CH:12]=[CH:11][C:10]([NH2:13])=[CH:9][C:8]=1[C:14]1[N:15]([CH3:19])[N:16]=[CH:17][CH:18]=1.[F:21][C:22]1[CH:27]=[CH:26][CH:25]=[CH:24][C:23]=1[N:28]=[C:29]=[O:30], predict the reaction product. (3) Given the reactants [H-].[Na+].[CH3:3][O:4][C:5]1[CH:29]=[CH:28][C:8]([CH2:9][O:10][C@H:11]2[C@H:23]([OH:24])[C@@H:22]([CH2:25][OH:26])[O:21][C@@H:13]([S:14][C:15]3[CH:20]=[CH:19][CH:18]=[CH:17][CH:16]=3)[C@@H:12]2[OH:27])=[CH:7][CH:6]=1.[CH:30]1[CH:35]=[CH:34][C:33]([CH2:36]Br)=[CH:32][CH:31]=1, predict the reaction product. The product is: [CH2:36]([O:27][C@@H:12]1[C@@H:11]([O:10][CH2:9][C:8]2[CH:7]=[CH:6][C:5]([O:4][CH3:3])=[CH:29][CH:28]=2)[C@H:23]([O:24][CH2:36][C:33]2[CH:34]=[CH:35][CH:30]=[CH:31][CH:32]=2)[C@@H:22]([CH2:25][O:26][CH2:9][C:8]2[CH:28]=[CH:29][CH:5]=[CH:6][CH:7]=2)[O:21][C@H:13]1[S:14][C:15]1[CH:16]=[CH:17][CH:18]=[CH:19][CH:20]=1)[C:33]1[CH:34]=[CH:35][CH:30]=[CH:31][CH:32]=1.